The task is: Predict the product of the given reaction.. This data is from Forward reaction prediction with 1.9M reactions from USPTO patents (1976-2016). Given the reactants [CH2:1]([O:3][C:4]([C:6]1[CH:15]=[CH:14][C:13]2[C:8](=[CH:9][CH:10]=[C:11]([OH:16])[CH:12]=2)[N:7]=1)=[O:5])[CH3:2].C1(P(C2C=CC=CC=2)C2C=CC=CC=2)C=CC=CC=1.[CH:36]([N:39]1[CH2:43][CH2:42][CH:41](O)[CH2:40]1)([CH3:38])[CH3:37], predict the reaction product. The product is: [CH2:1]([O:3][C:4]([C:6]1[CH:15]=[CH:14][C:13]2[C:8](=[CH:9][CH:10]=[C:11]([O:16][CH:41]3[CH2:42][CH2:43][N:39]([CH:36]([CH3:38])[CH3:37])[CH2:40]3)[CH:12]=2)[N:7]=1)=[O:5])[CH3:2].